From a dataset of Catalyst prediction with 721,799 reactions and 888 catalyst types from USPTO. Predict which catalyst facilitates the given reaction. (1) Reactant: [OH:1][N:2]=[C:3]([C:5]1[CH:10]=[CH:9][CH:8]=[CH:7][CH:6]=1)[NH2:4].[Cl:11][C:12]([Cl:23])([Cl:22])[C:13](O[C:13](=O)[C:12]([Cl:23])([Cl:22])[Cl:11])=O.O. Product: [C:5]1([C:3]2[N:4]=[C:13]([C:12]([Cl:23])([Cl:22])[Cl:11])[O:1][N:2]=2)[CH:10]=[CH:9][CH:8]=[CH:7][CH:6]=1. The catalyst class is: 11. (2) Reactant: [CH3:1][C:2]1[N:6]([C:7]2[CH:12]=[CH:11][CH:10]=[CH:9][CH:8]=2)[C:5]([NH:13]C(=O)OCC2C=CC=CC=2)=[CH:4][N:3]=1. The catalyst class is: 43. Product: [CH3:1][C:2]1[N:6]([C:7]2[CH:8]=[CH:9][CH:10]=[CH:11][CH:12]=2)[C:5]([NH2:13])=[CH:4][N:3]=1. (3) Reactant: Cl[C:2]1[C:11]2[C:6](=[CH:7][C:8]([C:12]([F:15])([F:14])[F:13])=[CH:9][CH:10]=2)[N:5]=[C:4]([C:16]2[CH:21]=[CH:20][CH:19]=[CH:18][C:17]=2[F:22])[C:3]=1[CH3:23].[O:24]1[CH2:29][CH2:28][N:27]([C:30]2[CH:36]=[CH:35][C:34]([N:37]3[CH2:42][CH2:41][O:40][CH2:39][CH2:38]3)=[CH:33][C:31]=2[NH2:32])[CH2:26][CH2:25]1.Cl.O1CCOCC1. Product: [N:27]1([C:30]2[CH:36]=[CH:35][C:34]([N:37]3[CH2:38][CH2:39][O:40][CH2:41][CH2:42]3)=[CH:33][C:31]=2[NH:32][C:2]2[C:11]3[C:6](=[CH:7][C:8]([C:12]([F:15])([F:14])[F:13])=[CH:9][CH:10]=3)[N:5]=[C:4]([C:16]3[CH:21]=[CH:20][CH:19]=[CH:18][C:17]=3[F:22])[C:3]=2[CH3:23])[CH2:28][CH2:29][O:24][CH2:25][CH2:26]1. The catalyst class is: 5. (4) Reactant: [N+:1]([C:4]1[CH:20]=[CH:19][C:7]2[C:8]3[CH:14]=[C:13]([S:15](Cl)(=[O:17])=[O:16])[CH:12]=[CH:11][C:9]=3[S:10][C:6]=2[CH:5]=1)([O-:3])=[O:2].Cl.[NH2:22][C@H:23]([CH:28]([CH3:30])[CH3:29])[C:24]([O:26][CH3:27])=[O:25].C(Cl)Cl.C(N(CC)C(C)C)(C)C. Product: [CH3:27][O:26][C:24](=[O:25])[C@H:23]([NH:22][S:15]([C:13]1[CH:12]=[CH:11][C:9]2[S:10][C:6]3[CH:5]=[C:4]([N+:1]([O-:3])=[O:2])[CH:20]=[CH:19][C:7]=3[C:8]=2[CH:14]=1)(=[O:17])=[O:16])[CH:28]([CH3:30])[CH3:29]. The catalyst class is: 84.